The task is: Predict the product of the given reaction.. This data is from Forward reaction prediction with 1.9M reactions from USPTO patents (1976-2016). (1) Given the reactants [F:1][C:2]([F:27])([F:26])[O:3][C:4]1[CH:9]=[CH:8][C:7]([N:10]2[CH:14]=[N:13][C:12]([C:15]3[CH:16]=[C:17]4[C:22](=[CH:23][CH:24]=3)[CH2:21][CH:20]([NH2:25])[CH2:19][CH2:18]4)=[N:11]2)=[CH:6][CH:5]=1.[CH:28]([C:31]1[CH:36]=[CH:35][C:34]([CH3:37])=[CH:33][C:32]=1[N:38]1[C:42](=[O:43])[CH2:41][S:40]/[C:39]/1=[N:44]\[C:45](=O)[O:46]C1C=CC([N+]([O-])=O)=CC=1)([CH3:30])[CH3:29].C(=O)([O-])[O-].[Cs+].[Cs+], predict the reaction product. The product is: [CH:28]([C:31]1[CH:36]=[CH:35][C:34]([CH3:37])=[CH:33][C:32]=1[N:38]1[C:42](=[O:43])[CH2:41][S:40]/[C:39]/1=[N:44]\[C:45]([NH:25][CH:20]1[CH2:19][CH2:18][C:17]2[C:22](=[CH:23][CH:24]=[C:15]([C:12]3[N:13]=[CH:14][N:10]([C:7]4[CH:8]=[CH:9][C:4]([O:3][C:2]([F:1])([F:26])[F:27])=[CH:5][CH:6]=4)[N:11]=3)[CH:16]=2)[CH2:21]1)=[O:46])([CH3:30])[CH3:29]. (2) Given the reactants N1C2[C:6](=[CH:7][CH:8]=CC=2)[C:4](=O)[C:2]1=O.[Cl:12][C:13]1[CH:21]=[CH:20][C:19]([Cl:22])=[C:18]2[C:14]=1[C:15](=[O:24])[C:16](=[O:23])[NH:17]2, predict the reaction product. The product is: [Cl:12][C:13]1[CH:21]=[CH:20][C:19]([Cl:22])=[C:18]2[C:14]=1[C:15](=[O:24])[C:16](=[O:23])[N:17]2[CH2:2][CH2:4][CH2:6][CH2:7][CH3:8]. (3) Given the reactants [CH3:1][N:2]1[C:6]([CH3:7])=[C:5]([C:8]([NH:10][C:11]2[N:16]=[CH:15][C:14]([O:17][C:18]3[CH:23]=[CH:22][N:21]=[C:20]([NH:24][C:25](=[O:33])OC4C=CC=CC=4)[CH:19]=3)=[CH:13][CH:12]=2)=[O:9])[C:4](=[O:34])[N:3]1[C:35]1[CH:40]=[CH:39][CH:38]=[CH:37][CH:36]=1.[CH3:41][N:42]1C(=O)C[CH2:44][CH2:43]1.CNCCO.[OH2:53], predict the reaction product. The product is: [OH:53][CH2:44][CH2:43][N:42]([CH3:41])[C:25](=[O:33])[NH:24][C:20]1[CH:19]=[C:18]([O:17][C:14]2[CH:13]=[CH:12][C:11]([NH:10][C:8]([C:5]3[C:4](=[O:34])[N:3]([C:35]4[CH:40]=[CH:39][CH:38]=[CH:37][CH:36]=4)[N:2]([CH3:1])[C:6]=3[CH3:7])=[O:9])=[N:16][CH:15]=2)[CH:23]=[CH:22][N:21]=1. (4) Given the reactants [C:1]([O:5][CH:6]([C:11]1[CH:16]=[C:15]([N+:17]([O-:19])=[O:18])[C:14](F)=[CH:13][C:12]=1[Cl:21])[C:7]([O:9][CH3:10])=[O:8])([CH3:4])([CH3:3])[CH3:2].[C:22]1([OH:28])[CH:27]=[CH:26][CH:25]=[CH:24][CH:23]=1.C(=O)([O-])[O-].[K+].[K+].O, predict the reaction product. The product is: [C:1]([O:5][CH:6]([C:11]1[CH:16]=[C:15]([N+:17]([O-:19])=[O:18])[C:14]([O:28][C:22]2[CH:27]=[CH:26][CH:25]=[CH:24][CH:23]=2)=[CH:13][C:12]=1[Cl:21])[C:7]([O:9][CH3:10])=[O:8])([CH3:4])([CH3:3])[CH3:2]. (5) Given the reactants Cl.[CH:2]1([NH:8][C:9]2[C:14]([CH3:15])=[C:13]([CH3:16])[N:12]=[C:11](NCC3C=CC=CN=3)[N:10]=2)[CH2:7][CH2:6][CH2:5][CH2:4][CH2:3]1.[CH3:25][O:26][C:27]1[CH:28]=[C:29]([CH:32]=[CH:33][CH:34]=1)[CH2:30][NH2:31], predict the reaction product. The product is: [CH:2]1([NH:8][C:9]2[C:14]([CH3:15])=[C:13]([CH3:16])[N:12]=[C:11]([NH:31][CH2:30][C:29]3[CH:32]=[CH:33][CH:34]=[C:27]([O:26][CH3:25])[CH:28]=3)[N:10]=2)[CH2:3][CH2:4][CH2:5][CH2:6][CH2:7]1. (6) Given the reactants [NH2:1][C:2]1[CH:3]=[CH:4][C:5]2[O:11][CH2:10][CH2:9][NH:8][C:7](=[O:12])[C:6]=2[CH:13]=1.Cl[C:15]1[N:20]=[C:19]([NH:21][C:22]2[CH:31]=[CH:30][CH:29]=[CH:28][C:23]=2[C:24]([NH:26][CH3:27])=[O:25])[C:18]([Cl:32])=[CH:17][N:16]=1, predict the reaction product. The product is: [Cl:32][C:18]1[C:19]([NH:21][C:22]2[CH:31]=[CH:30][CH:29]=[CH:28][C:23]=2[C:24]([NH:26][CH3:27])=[O:25])=[N:20][C:15]([NH:1][C:2]2[CH:3]=[CH:4][C:5]3[O:11][CH2:10][CH2:9][NH:8][C:7](=[O:12])[C:6]=3[CH:13]=2)=[N:16][CH:17]=1. (7) Given the reactants [C:1]([O:5][C:6]([N:8]1[CH2:13][CH2:12][C:11](N2CCOCC2)=[C:10]([C:20](=[S:23])[NH:21][CH3:22])[CH2:9]1)=[O:7])([CH3:4])([CH3:3])[CH3:2].[C:24](#[N:28])[CH2:25][C:26]#[N:27].N1CCCCC1, predict the reaction product. The product is: [NH2:28][C:24]1[N:21]([CH3:22])[C:20](=[S:23])[C:10]2[CH2:9][N:8]([C:6]([O:5][C:1]([CH3:2])([CH3:3])[CH3:4])=[O:7])[CH2:13][CH2:12][C:11]=2[C:25]=1[C:26]#[N:27].